This data is from Reaction yield outcomes from USPTO patents with 853,638 reactions. The task is: Predict the reaction yield, written as a fraction of the theoretical maximum amount of product (1.0 means a 100% yield; for example, 0.34 means a 34% yield). (1) The reactants are [NH2:1][C@@H:2]([CH2:5][C:6]1[CH:11]=[CH:10][C:9]([O:12][C:13]2[N:18]3[CH:19]=[CH:20][N:21]=[C:17]3[CH:16]=[CH:15][CH:14]=2)=[CH:8][CH:7]=1)[CH2:3][OH:4].[CH2:22]([O:29][C:30]1[CH:35]=[CH:34][C:33]([C@H:36]([O:39][Si:40]([CH2:45][CH3:46])([CH2:43][CH3:44])[CH2:41][CH3:42])[CH2:37]I)=[CH:32][C:31]=1[NH:47][S:48]([CH3:51])(=[O:50])=[O:49])[C:23]1[CH:28]=[CH:27][CH:26]=[CH:25][CH:24]=1.C(N(C(C)C)CC)(C)C.O. The catalyst is CN1CCN(C)C1=O. The product is [CH2:22]([O:29][C:30]1[CH:35]=[CH:34][C:33]([C@@H:36]([O:39][Si:40]([CH2:41][CH3:42])([CH2:43][CH3:44])[CH2:45][CH3:46])[CH2:37][NH:1][C@@H:2]([CH2:5][C:6]2[CH:7]=[CH:8][C:9]([O:12][C:13]3[N:18]4[CH:19]=[CH:20][N:21]=[C:17]4[CH:16]=[CH:15][CH:14]=3)=[CH:10][CH:11]=2)[CH2:3][OH:4])=[CH:32][C:31]=1[NH:47][S:48]([CH3:51])(=[O:49])=[O:50])[C:23]1[CH:28]=[CH:27][CH:26]=[CH:25][CH:24]=1. The yield is 0.300. (2) The reactants are [CH3:1][N:2]([CH3:64])[C:3]1[CH:8]=[CH:7][C:6]([N:9]=[N:10][C:11]2[CH:63]=[CH:62][C:14]([C:15]([NH:17][CH2:18][CH:19]([CH2:35][CH2:36][C:37]([F:61])([F:60])[C:38]([F:59])([F:58])[C:39]([F:57])([F:56])[C:40]([F:55])([F:54])[C:41]([F:53])([F:52])[C:42]([F:51])([F:50])[C:43]([F:49])([F:48])[C:44]([F:47])([F:46])[F:45])[C:20]([NH:22][CH2:23][CH2:24][CH2:25][O:26][CH2:27][CH:28]3[CH2:32][O:31]C(C)(C)[O:29]3)=[O:21])=[O:16])=[CH:13][CH:12]=2)=[CH:5][CH:4]=1. The catalyst is C1COCC1.CO. The product is [CH3:64][N:2]([CH3:1])[C:3]1[CH:4]=[CH:5][C:6]([N:9]=[N:10][C:11]2[CH:63]=[CH:62][C:14]([C:15]([NH:17][CH2:18][CH:19]([CH2:35][CH2:36][C:37]([F:61])([F:60])[C:38]([F:59])([F:58])[C:39]([F:56])([F:57])[C:40]([F:54])([F:55])[C:41]([F:52])([F:53])[C:42]([F:51])([F:50])[C:43]([F:48])([F:49])[C:44]([F:47])([F:46])[F:45])[C:20]([NH:22][CH2:23][CH2:24][CH2:25][O:26][CH2:27][CH:28]([OH:29])[CH2:32][OH:31])=[O:21])=[O:16])=[CH:13][CH:12]=2)=[CH:7][CH:8]=1. The yield is 0.880. (3) The reactants are [NH2:1][CH2:2][CH:3]1[CH2:8][CH2:7][N:6]([C:9]([O:11][C:12]([CH3:15])([CH3:14])[CH3:13])=[O:10])[CH2:5][CH2:4]1.[Br:16][C:17]1[CH:22]=[C:21](Cl)[C:20]([N+:24]([O-:26])=[O:25])=[CH:19][N:18]=1.C(N(CC)CC)C. The catalyst is C(#N)C. The product is [Br:16][C:17]1[CH:22]=[C:21]([NH:1][CH2:2][CH:3]2[CH2:8][CH2:7][N:6]([C:9]([O:11][C:12]([CH3:15])([CH3:14])[CH3:13])=[O:10])[CH2:5][CH2:4]2)[C:20]([N+:24]([O-:26])=[O:25])=[CH:19][N:18]=1. The yield is 0.980. (4) The reactants are Cl[CH2:2][CH2:3][NH:4][C:5]([NH:7][CH:8]([CH:11]([CH3:13])[CH3:12])[C:9]#[CH:10])=[O:6].C(=O)([O-])[O-].[Na+].[Na+]. The catalyst is O. The product is [NH3:4].[CH3:12][CH:11]([CH3:13])[CH:8]([NH:7][C:5]1[O:6][CH2:2][CH2:3][N:4]=1)[C:9]#[CH:10]. The yield is 0.0500. (5) The reactants are [Br:1][C:2]1[CH:7]=[CH:6][C:5]([S:8](Cl)(=[O:10])=[O:9])=[C:4]([C:12]([F:15])([F:14])[F:13])[CH:3]=1.[CH2:16]([NH2:18])[CH3:17]. The catalyst is ClCCl. The product is [Br:1][C:2]1[CH:7]=[CH:6][C:5]([S:8]([NH:18][CH2:16][CH3:17])(=[O:10])=[O:9])=[C:4]([C:12]([F:15])([F:14])[F:13])[CH:3]=1. The yield is 0.980.